From a dataset of CYP1A2 inhibition data for predicting drug metabolism from PubChem BioAssay. Regression/Classification. Given a drug SMILES string, predict its absorption, distribution, metabolism, or excretion properties. Task type varies by dataset: regression for continuous measurements (e.g., permeability, clearance, half-life) or binary classification for categorical outcomes (e.g., BBB penetration, CYP inhibition). Dataset: cyp1a2_veith. (1) The molecule is CCN(C(=O)COc1cc(=O)n(C)c2ccccc12)c1cccc(Cl)c1. The result is 1 (inhibitor). (2) The molecule is CN(C)CC(O)COc1cccc(OCC(O)CN(C)C)c1.Cl. The result is 0 (non-inhibitor). (3) The drug is CC(C)(C)N1C(=O)[C@@H]2CC=C3C(=O)[C@H]4O[C@H]4[C@@H](O)[C@H]3[C@H]2C1=O. The result is 0 (non-inhibitor). (4) The compound is O=S(=O)(c1cccc2c(I)cccc12)N1CCCNCC1. The result is 1 (inhibitor).